Predict the reactants needed to synthesize the given product. From a dataset of Full USPTO retrosynthesis dataset with 1.9M reactions from patents (1976-2016). Given the product [CH3:1][O:2][C:3](=[O:13])[NH:4][C:5]1[CH:6]=[C:7]([F:12])[C:8]([CH3:11])=[CH:9][C:10]=1[I:14], predict the reactants needed to synthesize it. The reactants are: [CH3:1][O:2][C:3](=[O:13])[NH:4][C:5]1[CH:10]=[CH:9][C:8]([CH3:11])=[C:7]([F:12])[CH:6]=1.[I:14]([O-])(=O)(=O)=O.[Na+].S(=O)(=O)(O)O.